This data is from Reaction yield outcomes from USPTO patents with 853,638 reactions. The task is: Predict the reaction yield, written as a fraction of the theoretical maximum amount of product (1.0 means a 100% yield; for example, 0.34 means a 34% yield). (1) The reactants are [CH3:1][O:2][C:3]([NH:5][CH:6]([C:10]([CH3:13])([CH3:12])[CH3:11])[C:7]([OH:9])=O)=[O:4].C1C=CC2N(O)N=NC=2C=1.Cl.Cl.Cl.[CH3:27][O:28][C:29](=[O:77])[NH:30][CH:31]([C:35]([N:37]1[CH:43]([C:44]2[NH:45][C:46]([C:49]3[CH:54]=[CH:53][C:52]([C:55]4[CH:64]=[CH:63][C:62]5[C:57](=[CH:58][CH:59]=[C:60]([C:65]6[NH:66][C:67]([CH:70]7[CH2:74][CH:73]([C:75]#[N:76])[CH2:72][NH:71]7)=[N:68][CH:69]=6)[CH:61]=5)[CH:56]=4)=[CH:51][CH:50]=3)=[CH:47][N:48]=2)[CH2:42][C:39]2([CH2:41][CH2:40]2)[CH2:38]1)=[O:36])[CH:32]([CH3:34])[CH3:33].CN1CCOCC1. The catalyst is CN(C=O)C.CCOC(C)=O. The product is [CH3:1][O:2][C:3](=[O:4])[NH:5][CH:6]([C:7]([N:71]1[CH2:72][CH:73]([C:75]#[N:76])[CH2:74][CH:70]1[C:67]1[NH:66][C:65]([C:60]2[CH:59]=[CH:58][C:57]3[C:62](=[CH:63][CH:64]=[C:55]([C:52]4[CH:51]=[CH:50][C:49]([C:46]5[NH:45][C:44]([CH:43]6[CH2:42][C:39]7([CH2:41][CH2:40]7)[CH2:38][N:37]6[C:35](=[O:36])[CH:31]([NH:30][C:29]([O:28][CH3:27])=[O:77])[CH:32]([CH3:34])[CH3:33])=[N:48][CH:47]=5)=[CH:54][CH:53]=4)[CH:56]=3)[CH:61]=2)=[CH:69][N:68]=1)=[O:9])[C:10]([CH3:13])([CH3:12])[CH3:11]. The yield is 0.480. (2) The reactants are C([O:3][C:4](=O)[C:5]1[CH:10]=[C:9]([O:11][CH2:12][CH3:13])[C:8]([Cl:14])=[C:7]([O:15][CH2:16][CH3:17])[CH:6]=1)C.[H-].C([Al+]CC(C)C)C(C)C. The catalyst is ClCCl. The product is [Cl:14][C:8]1[C:9]([O:11][CH2:12][CH3:13])=[CH:10][C:5]([CH2:4][OH:3])=[CH:6][C:7]=1[O:15][CH2:16][CH3:17]. The yield is 0.950. (3) The reactants are [CH2:1]([N:4]([CH3:22])[CH2:5][CH2:6][CH2:7][CH2:8][CH2:9][CH2:10][O:11][C:12]1[CH:13]=[C:14]2[C:19](=[CH:20][CH:21]=1)[NH:18][CH2:17][CH2:16][CH2:15]2)[CH:2]=[CH2:3].CCN(C(C)C)C(C)C.Cl[C:33]([O:35][C:36]1[CH:41]=[CH:40][C:39]([Cl:42])=[CH:38][CH:37]=1)=[O:34]. The catalyst is C(Cl)Cl. The product is [Cl:42][C:39]1[CH:40]=[CH:41][C:36]([O:35][C:33]([N:18]2[C:19]3[C:14](=[CH:13][C:12]([O:11][CH2:10][CH2:9][CH2:8][CH2:7][CH2:6][CH2:5][N:4]([CH2:1][CH:2]=[CH2:3])[CH3:22])=[CH:21][CH:20]=3)[CH2:15][CH2:16][CH2:17]2)=[O:34])=[CH:37][CH:38]=1. The yield is 0.500. (4) The reactants are [C:1]([O:5][C:6](=[O:23])[NH:7][CH2:8][CH2:9][CH2:10][CH2:11][CH2:12][CH2:13][NH:14][C:15]([CH:17]1[CH2:22][CH2:21][CH2:20][CH2:19][NH:18]1)=[O:16])([CH3:4])([CH3:3])[CH3:2].[C:24](O)(=[O:37])[CH2:25][CH2:26][CH2:27][CH2:28][CH2:29][CH2:30][CH2:31][CH2:32][CH2:33][CH2:34][CH2:35][CH3:36].CN(C(ON1N=NC2C=CC=NC1=2)=[N+](C)C)C.F[P-](F)(F)(F)(F)F.CCN(C(C)C)C(C)C. The catalyst is C(Cl)Cl. The product is [C:1]([O:5][C:6](=[O:23])[NH:7][CH2:8][CH2:9][CH2:10][CH2:11][CH2:12][CH2:13][NH:14][C:15]([C@@H:17]1[CH2:22][CH2:21][CH2:20][CH2:19][N:18]1[C:24](=[O:37])[CH2:25][CH2:26][CH2:27][CH2:28][CH2:29][CH2:30][CH2:31][CH2:32][CH2:33][CH2:34][CH2:35][CH3:36])=[O:16])([CH3:4])([CH3:2])[CH3:3]. The yield is 0.870.